Dataset: Reaction yield outcomes from USPTO patents with 853,638 reactions. Task: Predict the reaction yield, written as a fraction of the theoretical maximum amount of product (1.0 means a 100% yield; for example, 0.34 means a 34% yield). The reactants are Br[C:2]1[CH:3]=[C:4]2[C:8](=[C:9]([CH2:11][CH3:12])[CH:10]=1)[NH:7][N:6]=[C:5]2[CH3:13].[H-].[Na+].C([Li])(C)(C)C.CCCCC.[C:26](=O)(O)[O-:27].[Na+]. The catalyst is Cl.CN(C)C=O.O1CCCC1. The product is [CH2:11]([C:9]1[CH:10]=[C:2]([CH:26]=[O:27])[CH:3]=[C:4]2[C:8]=1[NH:7][N:6]=[C:5]2[CH3:13])[CH3:12]. The yield is 0.670.